Dataset: NCI-60 drug combinations with 297,098 pairs across 59 cell lines. Task: Regression. Given two drug SMILES strings and cell line genomic features, predict the synergy score measuring deviation from expected non-interaction effect. (1) Drug 1: CC1=C(C(=CC=C1)Cl)NC(=O)C2=CN=C(S2)NC3=CC(=NC(=N3)C)N4CCN(CC4)CCO. Drug 2: CC1C(C(CC(O1)OC2CC(OC(C2O)C)OC3=CC4=CC5=C(C(=O)C(C(C5)C(C(=O)C(C(C)O)O)OC)OC6CC(C(C(O6)C)O)OC7CC(C(C(O7)C)O)OC8CC(C(C(O8)C)O)(C)O)C(=C4C(=C3C)O)O)O)O. Cell line: SK-OV-3. Synergy scores: CSS=61.1, Synergy_ZIP=0.100, Synergy_Bliss=-0.159, Synergy_Loewe=2.13, Synergy_HSA=3.34. (2) Synergy scores: CSS=51.8, Synergy_ZIP=-2.30, Synergy_Bliss=-3.60, Synergy_Loewe=-4.10, Synergy_HSA=-2.41. Drug 1: CC1OCC2C(O1)C(C(C(O2)OC3C4COC(=O)C4C(C5=CC6=C(C=C35)OCO6)C7=CC(=C(C(=C7)OC)O)OC)O)O. Drug 2: C1=CC=C(C=C1)NC(=O)CCCCCCC(=O)NO. Cell line: SF-295. (3) Drug 1: CC1=C2C(C(=O)C3(C(CC4C(C3C(C(C2(C)C)(CC1OC(=O)C(C(C5=CC=CC=C5)NC(=O)OC(C)(C)C)O)O)OC(=O)C6=CC=CC=C6)(CO4)OC(=O)C)OC)C)OC. Drug 2: C(CN)CNCCSP(=O)(O)O. Cell line: HL-60(TB). Synergy scores: CSS=18.0, Synergy_ZIP=-8.62, Synergy_Bliss=-21.1, Synergy_Loewe=-56.4, Synergy_HSA=-21.5. (4) Drug 1: CN1C2=C(C=C(C=C2)N(CCCl)CCCl)N=C1CCCC(=O)O.Cl. Drug 2: CCC1(C2=C(COC1=O)C(=O)N3CC4=CC5=C(C=CC(=C5CN(C)C)O)N=C4C3=C2)O.Cl. Cell line: OVCAR3. Synergy scores: CSS=41.9, Synergy_ZIP=-3.52, Synergy_Bliss=-3.69, Synergy_Loewe=0.273, Synergy_HSA=1.02. (5) Drug 1: CN(CCCl)CCCl.Cl. Drug 2: CC(C)CN1C=NC2=C1C3=CC=CC=C3N=C2N. Cell line: HCT116. Synergy scores: CSS=25.5, Synergy_ZIP=-0.856, Synergy_Bliss=-0.147, Synergy_Loewe=-2.58, Synergy_HSA=-1.15.